This data is from Catalyst prediction with 721,799 reactions and 888 catalyst types from USPTO. The task is: Predict which catalyst facilitates the given reaction. (1) Product: [Br:23][C:17]1[CH:18]=[CH:19][N:14]2[N:13]=[CH:12][C:11]([C:5]3[CH:4]=[C:3]([O:2][CH3:1])[CH:8]=[C:7]([O:9][CH3:10])[CH:6]=3)=[C:15]2[N:16]=1. Reactant: [CH3:1][O:2][C:3]1[CH:4]=[C:5]([C:11]2[CH:12]=[N:13][N:14]3[CH:19]=[CH:18][C:17](=O)[NH:16][C:15]=23)[CH:6]=[C:7]([O:9][CH3:10])[CH:8]=1.P(Br)(Br)([Br:23])=O.C([O-])(O)=O.[Na+]. The catalyst class is: 11. (2) Reactant: C(OC([N:8]1[C@@H:12]([CH2:13][CH2:14][CH:15]([C:18]2[CH:23]=[C:22]([F:24])[CH:21]=[C:20]([F:25])[CH:19]=2)[CH2:16][CH3:17])[CH2:11][O:10]C1(C)C)=O)(C)(C)C.Cl. Product: [NH2:8][C@@H:12]([CH2:13][CH2:14][CH:15]([C:18]1[CH:19]=[C:20]([F:25])[CH:21]=[C:22]([F:24])[CH:23]=1)[CH2:16][CH3:17])[CH2:11][OH:10]. The catalyst class is: 8. (3) Reactant: C(N(CC)C(C)C)(C)C.Cl.[CH3:11][CH:12]1[CH2:21][C:20]2[C:15](=[CH:16][CH:17]=[CH:18][CH:19]=2)[CH2:14][N:13]1[NH2:22].Cl[C:24]([O:26][C:27]1[CH:32]=[CH:31][C:30]([Cl:33])=[CH:29][CH:28]=1)=[O:25]. Product: [Cl:33][C:30]1[CH:31]=[CH:32][C:27]([O:26][C:24](=[O:25])[NH:22][N:13]2[CH:12]([CH3:11])[CH2:21][C:20]3[C:15](=[CH:16][CH:17]=[CH:18][CH:19]=3)[CH2:14]2)=[CH:28][CH:29]=1. The catalyst class is: 4. (4) Reactant: [C:1]([O:5][C:6]([O:8]N=C(C1C=CC=CC=1)C#N)=[O:7])([CH3:4])([CH3:3])[CH3:2].[NH2:19][CH2:20][CH2:21][CH2:22][NH2:23]. Product: [C:1]([O:5][C:6]([C:22]([C:6]([O:5][C:1]([CH3:2])([CH3:3])[CH3:4])=[O:8])([NH2:23])[CH2:21][CH2:20][NH2:19])=[O:7])([CH3:4])([CH3:3])[CH3:2].[C:1]([O:5][C:6]([CH:22]([NH2:23])[CH2:21][CH2:20][NH2:19])=[O:7])([CH3:4])([CH3:3])[CH3:2]. The catalyst class is: 54. (5) Product: [CH2:12]([C:11]1[C:2]([Cl:1])=[N:3][C:4]2[C:9]([C:10]=1[Cl:23])=[CH:8][C:7]([C:37]([C:34]1[CH:33]=[CH:32][C:31]([Cl:30])=[CH:36][CH:35]=1)([C:39]1[N:43]([CH3:44])[CH:42]=[N:41][CH:40]=1)[OH:38])=[CH:6][CH:5]=2)[C:13]1[CH:14]=[CH:15][CH:16]=[CH:17][CH:18]=1. Reactant: [Cl:1][C:2]1[C:11]([CH2:12][C:13]2[CH:18]=[CH:17][C:16](C(F)(F)F)=[CH:15][CH:14]=2)=[C:10]([Cl:23])[C:9]2[C:4](=[CH:5][CH:6]=[C:7](I)[CH:8]=2)[N:3]=1.[Li]CCCC.[Cl:30][C:31]1[CH:36]=[CH:35][C:34]([C:37]([C:39]2[N:43]([CH3:44])[CH:42]=[N:41][CH:40]=2)=[O:38])=[CH:33][CH:32]=1. The catalyst class is: 7. (6) Reactant: [C:1]([C:3]1[CH:8]=[C:7]([CH2:9]O)[CH:6]=[CH:5][N:4]=1)#[N:2].S(Cl)([Cl:13])=O. Product: [ClH:13].[Cl:13][CH2:9][C:7]1[CH:6]=[CH:5][N:4]=[C:3]([C:1]#[N:2])[CH:8]=1. The catalyst class is: 11. (7) Reactant: [CH3:1][N:2]1[C:6]([CH3:7])=[CH:5][C:4]([NH:8][C:9](=[O:30])[C:10]2[CH:15]=[C:14]([O:16]CC3C=CC=CC=3)[CH:13]=[C:12]([O:24][C@@H:25]([CH3:29])[CH2:26][O:27][CH3:28])[CH:11]=2)=[N:3]1. Product: [CH3:1][N:2]1[C:6]([CH3:7])=[CH:5][C:4]([NH:8][C:9](=[O:30])[C:10]2[CH:11]=[C:12]([O:24][C@@H:25]([CH3:29])[CH2:26][O:27][CH3:28])[CH:13]=[C:14]([OH:16])[CH:15]=2)=[N:3]1. The catalyst class is: 29. (8) Reactant: [OH:1][CH2:2][CH2:3][O:4][C:5]1[CH:10]=[CH:9][C:8]([C:11]([C:13]2[CH:18]=[CH:17][CH:16]=[CH:15][CH:14]=2)=[O:12])=[CH:7][CH:6]=1.C(N(CC)CC)C.[C:26](Cl)(=[O:33])[C:27]1[CH:32]=[CH:31][CH:30]=[CH:29][CH:28]=1.CO. Product: [C:26]([O:1][CH2:2][CH2:3][O:4][C:5]1[CH:10]=[CH:9][C:8]([C:11](=[O:12])[C:13]2[CH:18]=[CH:17][CH:16]=[CH:15][CH:14]=2)=[CH:7][CH:6]=1)(=[O:33])[C:27]1[CH:32]=[CH:31][CH:30]=[CH:29][CH:28]=1. The catalyst class is: 2. (9) Reactant: [CH3:1][O:2][C:3](=[O:15])[C:4]1[CH:13]=[CH:12][C:7]([C:8]([O:10][CH3:11])=[O:9])=[CH:6][C:5]=1[NH2:14].CN1CCOCC1.Cl[C:24]([O:26][CH2:27][CH3:28])=[O:25].S(=O)(=O)(O)O. Product: [CH2:27]([O:26][C:24]([NH:14][C:5]1[CH:6]=[C:7]([C:8]([O:10][CH3:11])=[O:9])[CH:12]=[CH:13][C:4]=1[C:3]([O:2][CH3:1])=[O:15])=[O:25])[CH3:28]. The catalyst class is: 46. (10) The catalyst class is: 7. Reactant: [F-].C([N+](CCCC)(CCCC)CCCC)CCC.[CH3:19][O:20][C:21]1[CH:26]=[C:25]([B:27]2[O:31][C:30]([CH3:33])([CH3:32])[C:29]([CH3:35])([CH3:34])[O:28]2)[CH:24]=[CH:23][C:22]=1[NH:36][C:37](=[O:51])[O:38][C@H:39]([CH2:41][CH2:42][O:43][Si](C(C)(C)C)(C)C)[CH3:40].O. Product: [CH3:19][O:20][C:21]1[CH:26]=[C:25]([B:27]2[O:31][C:30]([CH3:32])([CH3:33])[C:29]([CH3:34])([CH3:35])[O:28]2)[CH:24]=[CH:23][C:22]=1[NH:36][C:37](=[O:51])[O:38][C@H:39]([CH2:41][CH2:42][OH:43])[CH3:40].